Dataset: Forward reaction prediction with 1.9M reactions from USPTO patents (1976-2016). Task: Predict the product of the given reaction. (1) Given the reactants [C:1]([O:5][C:6]([N:8]1[C:16]2[C:11](=[CH:12][C:13]([CH:17]=[CH2:18])=[CH:14][CH:15]=2)[CH2:10][CH2:9]1)=[O:7])([CH3:4])([CH3:3])[CH3:2].Br[CH:20]([C:25]1[CH:26]=[C:27]([Cl:33])[C:28]([F:32])=[C:29]([Cl:31])[CH:30]=1)[C:21]([F:24])([F:23])[F:22].N1C=CC=CC=1C1C=CC=CN=1, predict the reaction product. The product is: [Cl:31][C:29]1[CH:30]=[C:25]([CH:20]([C:21]([F:24])([F:23])[F:22])/[CH:18]=[CH:17]/[C:13]2[CH:12]=[C:11]3[C:16](=[CH:15][CH:14]=2)[N:8]([C:6]([O:5][C:1]([CH3:4])([CH3:3])[CH3:2])=[O:7])[CH2:9][CH2:10]3)[CH:26]=[C:27]([Cl:33])[C:28]=1[F:32]. (2) Given the reactants [Cl:1][C:2]1[C:3]([O:26][CH2:27][CH2:28][O:29][CH3:30])=[CH:4][C:5]2[CH2:14][CH:13]([CH2:15][CH:16]([CH3:18])[CH3:17])[N:12]3[C:7](=[CH:8][C:9](=[O:24])[C:10]([C:19]([O:21]CC)=[O:20])=[CH:11]3)[C:6]=2[CH:25]=1.O.[OH-].[Li+].Cl, predict the reaction product. The product is: [Cl:1][C:2]1[C:3]([O:26][CH2:27][CH2:28][O:29][CH3:30])=[CH:4][C:5]2[CH2:14][CH:13]([CH2:15][CH:16]([CH3:17])[CH3:18])[N:12]3[C:7](=[CH:8][C:9](=[O:24])[C:10]([C:19]([OH:21])=[O:20])=[CH:11]3)[C:6]=2[CH:25]=1. (3) Given the reactants [C:1]1([C:20]2[CH:25]=[CH:24][CH:23]=[CH:22][CH:21]=2)[CH:6]=[CH:5][C:4]([C@@H:7]2[CH2:12][CH2:11][NH:10][CH2:9][C@H:8]2[NH:13][S:14]([CH:17]([CH3:19])[CH3:18])(=[O:16])=[O:15])=[CH:3][CH:2]=1.[CH:26](=O)[CH3:27].[BH-](OC(C)=O)(OC(C)=O)OC(C)=O.[Na+], predict the reaction product. The product is: [C:1]1([C:20]2[CH:21]=[CH:22][CH:23]=[CH:24][CH:25]=2)[CH:2]=[CH:3][C:4]([C@@H:7]2[CH2:12][CH2:11][N:10]([CH2:26][CH3:27])[CH2:9][C@H:8]2[NH:13][S:14]([CH:17]([CH3:19])[CH3:18])(=[O:16])=[O:15])=[CH:5][CH:6]=1. (4) Given the reactants [BH4-].[Na+].[CH3:3][O:4][C:5](=[O:28])[CH2:6][CH2:7][CH2:8][CH2:9][CH2:10][CH2:11][N:12]1[CH:17]([CH2:18][CH2:19][C:20](=[O:26])[CH2:21][CH2:22][CH2:23][CH2:24][CH3:25])[CH2:16][CH2:15][CH2:14][C:13]1=[O:27], predict the reaction product. The product is: [CH3:3][O:4][C:5](=[O:28])[CH2:6][CH2:7][CH2:8][CH2:9][CH2:10][CH2:11][N:12]1[C:13](=[O:27])[CH2:14][CH2:15][CH2:16][CH:17]1[CH2:18][CH2:19][CH:20]([OH:26])[CH2:21][CH2:22][CH2:23][CH2:24][CH3:25]. (5) Given the reactants [C:1]([SiH2:5][O:6][C:7]([CH3:17])([CH3:16])[C:8]1[O:12][C:11]([CH2:13]Cl)=[N:10][C:9]=1[CH3:15])([CH3:4])([CH3:3])[CH3:2].[F:18][C:19]([F:23])([F:22])[CH2:20][OH:21].[H-].[Na+].O, predict the reaction product. The product is: [C:1]([SiH2:5][O:6][C:7]([CH3:17])([CH3:16])[C:8]1[O:12][C:11]([CH2:13][O:21][CH2:20][C:19]([F:23])([F:22])[F:18])=[N:10][C:9]=1[CH3:15])([CH3:4])([CH3:3])[CH3:2]. (6) Given the reactants [OH:1][CH2:2][C@@H:3]1[NH:7][C:6](=[O:8])[C:5](=[C:9]([CH3:11])[CH3:10])[CH2:4]1.CO, predict the reaction product. The product is: [OH:1][CH2:2][C@@H:3]1[NH:7][C:6](=[O:8])[CH:5]([CH:9]([CH3:11])[CH3:10])[CH2:4]1. (7) Given the reactants [NH2:1][C:2]1[C:11]([N+:12]([O-])=O)=[CH:10][C:5]([C:6]([O:8][CH3:9])=[O:7])=[CH:4][N:3]=1, predict the reaction product. The product is: [NH2:12][C:11]1[C:2]([NH2:1])=[N:3][CH:4]=[C:5]([CH:10]=1)[C:6]([O:8][CH3:9])=[O:7].